This data is from Full USPTO retrosynthesis dataset with 1.9M reactions from patents (1976-2016). The task is: Predict the reactants needed to synthesize the given product. (1) The reactants are: [Cl:1][C:2]1[CH:7]=[CH:6][C:5]([Cl:8])=[CH:4][C:3]=1[CH:9]1[CH2:14][NH:13][CH2:12][CH2:11][NH:10]1.[S:15]1[CH:19]=[CH:18][CH:17]=[C:16]1[S:20](Cl)(=[O:22])=[O:21].C(N(CC)CC)C.Br[C:32]1[CH:37]=[CH:36][C:35]([C:38]([OH:44])([CH3:43])[C:39]([F:42])([F:41])[F:40])=[CH:34][CH:33]=1.C1(P(C2CCCCC2)C2C=CC=CC=2C2C(OC(C)C)=CC=CC=2OC(C)C)CCCCC1.CC(C)([O-])C.[Na+]. Given the product [Cl:1][C:2]1[CH:7]=[CH:6][C:5]([Cl:8])=[CH:4][C:3]=1[CH:9]1[CH2:14][N:13]([S:20]([C:16]2[S:15][CH:19]=[CH:18][CH:17]=2)(=[O:22])=[O:21])[CH2:12][CH2:11][N:10]1[C:32]1[CH:37]=[CH:36][C:35]([C:38]([OH:44])([CH3:43])[C:39]([F:41])([F:42])[F:40])=[CH:34][CH:33]=1, predict the reactants needed to synthesize it. (2) Given the product [CH2:2]=[C:43]1[C:42]2[CH:49]=[C:38]([N:37]3[CH2:36][C@H:35]([CH2:50][NH:51][C:52](=[O:54])[CH3:53])[O:34][C:33]3=[O:32])[CH:39]=[CH:40][C:41]=2[CH2:47][CH2:46][CH2:45][CH2:44]1, predict the reactants needed to synthesize it. The reactants are: [I-].[CH3:2][P+](C1C=CC=CC=1)(C1C=CC=CC=1)C1C=CC=CC=1.C[Si](C)(C)[N-][Si](C)(C)C.[K+].[O:32]=[C:33]1[N:37]([C:38]2[CH:39]=[CH:40][C:41]3[CH2:47][CH2:46][CH2:45][CH2:44][C:43](=O)[C:42]=3[CH:49]=2)[CH2:36][C@H:35]([CH2:50][NH:51][C:52](=[O:54])[CH3:53])[O:34]1.O. (3) Given the product [Cl:2][C:3]1[CH:4]=[C:5]2[C:9](=[CH:10][CH:11]=1)[NH:8][C:7]([C:12]([NH:14][C@H:15]1[C@H:16]([NH:20][C:21]([C:23]3[S:24][C:25]4[CH2:26][N:27]([CH3:32])[CH2:28][CH2:29][C:30]=4[N:31]=3)=[O:22])[CH2:17][N:18]([CH2:40][C:41]([O:43][CH3:44])=[O:42])[CH2:19]1)=[O:13])=[CH:6]2, predict the reactants needed to synthesize it. The reactants are: Cl.[Cl:2][C:3]1[CH:4]=[C:5]2[C:9](=[CH:10][CH:11]=1)[NH:8][C:7]([C:12]([NH:14][C@@H:15]1[CH2:19][NH:18][CH2:17][C@H:16]1[NH:20][C:21]([C:23]1[S:24][C:25]3[CH2:26][N:27]([CH3:32])[CH2:28][CH2:29][C:30]=3[N:31]=1)=[O:22])=[O:13])=[CH:6]2.C(=O)([O-])[O-].[K+].[K+].Br[CH2:40][C:41]([O:43][CH3:44])=[O:42].